Dataset: Catalyst prediction with 721,799 reactions and 888 catalyst types from USPTO. Task: Predict which catalyst facilitates the given reaction. (1) Reactant: [OH:1][C:2]1[CH:11]=[CH:10][C:5]([C:6]([O:8][CH3:9])=[O:7])=[CH:4][C:3]=1[N+:12]([O-:14])=[O:13].[I:15]Cl.O. Product: [OH:1][C:2]1[C:3]([N+:12]([O-:14])=[O:13])=[CH:4][C:5]([C:6]([O:8][CH3:9])=[O:7])=[CH:10][C:11]=1[I:15]. The catalyst class is: 15. (2) Reactant: C(O[C:4](=O)[N:5]([CH2:7][C:8]1[C:9]([CH:24]2[CH2:26][CH2:25]2)=[N:10][C:11]([C:14]2[CH:19]=[CH:18][C:17]([C:20]([F:23])([F:22])[F:21])=[CH:16][CH:15]=2)=[N:12][CH:13]=1)C)C.[OH-].[K+].O.NN.CCOC(C)=O. Product: [CH:24]1([C:9]2[C:8]([CH2:7][NH:5][CH3:4])=[CH:13][N:12]=[C:11]([C:14]3[CH:15]=[CH:16][C:17]([C:20]([F:22])([F:23])[F:21])=[CH:18][CH:19]=3)[N:10]=2)[CH2:26][CH2:25]1. The catalyst class is: 196. (3) Reactant: O=O.CC1SC(C)=C(P(C2C=CC=CC=2)C2C=CC=CC=2)C=1C1C(P(C2C=CC=CC=2)C2C=CC=CC=2)=C(C)SC=1C.[CH3:43][O:44]/[C:45](=[CH:49]\[C:50]1[C:55]2[S:56][CH:57]=[CH:58][C:54]=2[C:53]([O:59][CH2:60][CH2:61][C:62]2[N:63]=[C:64]([C:68]3[CH:73]=[CH:72][CH:71]=[CH:70][CH:69]=3)[O:65][C:66]=2[CH3:67])=[CH:52][CH:51]=1)/[C:46]([OH:48])=[O:47].C1([C@@H](N)C)C=CC=CC=1.[H][H]. Product: [CH3:43][O:44][C@@H:45]([CH2:49][C:50]1[C:55]2[S:56][CH:57]=[CH:58][C:54]=2[C:53]([O:59][CH2:60][CH2:61][C:62]2[N:63]=[C:64]([C:68]3[CH:73]=[CH:72][CH:71]=[CH:70][CH:69]=3)[O:65][C:66]=2[CH3:67])=[CH:52][CH:51]=1)[C:46]([OH:48])=[O:47]. The catalyst class is: 36. (4) Reactant: [Br:1][C:2]1[CH:3]=[C:4]([CH2:8][CH2:9][C:10]([OH:12])=[O:11])[CH:5]=[CH:6][CH:7]=1.[C:13](Cl)(=O)[C:14](Cl)=O. Product: [Br:1][C:2]1[CH:3]=[C:4]([CH2:8][CH2:9][C:10]([O:12][CH2:13][CH3:14])=[O:11])[CH:5]=[CH:6][CH:7]=1. The catalyst class is: 59. (5) Reactant: [NH:1]([C:8]1[N:17]([C:18]2[CH:23]=[CH:22][CH:21]=[CH:20][CH:19]=2)[C:16]2[N:15]=[C:14]([C:24]([O:26]CC)=O)[C:13]([F:29])=[CH:12][C:11]=2[C:10](=[O:30])[CH:9]=1)[C:2]1[CH:7]=[CH:6][CH:5]=[CH:4][CH:3]=1.[NH4+:31].[Cl-]. Product: [NH:1]([C:8]1[N:17]([C:18]2[CH:19]=[CH:20][CH:21]=[CH:22][CH:23]=2)[C:16]2[N:15]=[C:14]([C:24]([NH2:31])=[O:26])[C:13]([F:29])=[CH:12][C:11]=2[C:10](=[O:30])[CH:9]=1)[C:2]1[CH:7]=[CH:6][CH:5]=[CH:4][CH:3]=1. The catalyst class is: 547. (6) The catalyst class is: 6. Product: [N:1]1([CH2:9][CH2:8][C:7]#[N:10])[CH2:6][CH2:5][N:4]([CH2:9][CH2:8][C:7]#[N:10])[CH2:3][CH2:2]1. Reactant: [NH:1]1[CH2:6][CH2:5][NH:4][CH2:3][CH2:2]1.[C:7](#[N:10])[CH:8]=[CH2:9]. (7) Reactant: [C:1]([C:5]1[CH:10]=[CH:9][C:8]([S:11]([N:14]([CH:16]([C:18]2[N:27]([C:28]3[CH:33]=[CH:32][C:31]([O:34]C)=[CH:30][CH:29]=3)[C:26](=[O:36])[C:25]3[C:20](=[CH:21][CH:22]=[CH:23][CH:24]=3)[N:19]=2)[CH3:17])[CH3:15])(=[O:13])=[O:12])=[CH:7][CH:6]=1)([CH3:4])([CH3:3])[CH3:2].B(Br)(Br)Br. Product: [C:1]([C:5]1[CH:10]=[CH:9][C:8]([S:11]([N:14]([CH:16]([C:18]2[N:27]([C:28]3[CH:33]=[CH:32][C:31]([OH:34])=[CH:30][CH:29]=3)[C:26](=[O:36])[C:25]3[C:20](=[CH:21][CH:22]=[CH:23][CH:24]=3)[N:19]=2)[CH3:17])[CH3:15])(=[O:12])=[O:13])=[CH:7][CH:6]=1)([CH3:2])([CH3:3])[CH3:4]. The catalyst class is: 2.